This data is from Reaction yield outcomes from USPTO patents with 853,638 reactions. The task is: Predict the reaction yield, written as a fraction of the theoretical maximum amount of product (1.0 means a 100% yield; for example, 0.34 means a 34% yield). The reactants are [C:1]([C:3]1[CH:4]=[C:5]([CH2:16][NH:17][C:18]2[C:19]([F:32])=[C:20]([CH:28]=[CH:29][C:30]=2[F:31])[O:21][CH2:22][C:23]([O:25]CC)=[O:24])[CH:6]=[C:7]([C:9]2[CH:14]=[CH:13][CH:12]=[C:11]([F:15])[CH:10]=2)[CH:8]=1)#[N:2].C([O-])([O-])=[O:34].[K+].[K+].OO.Cl. The catalyst is CS(C)=O.O. The product is [C:1]([C:3]1[CH:4]=[C:5]([CH2:16][NH:17][C:18]2[C:19]([F:32])=[C:20]([CH:28]=[CH:29][C:30]=2[F:31])[O:21][CH2:22][C:23]([OH:25])=[O:24])[CH:6]=[C:7]([C:9]2[CH:14]=[CH:13][CH:12]=[C:11]([F:15])[CH:10]=2)[CH:8]=1)(=[O:34])[NH2:2]. The yield is 0.460.